Dataset: Reaction yield outcomes from USPTO patents with 853,638 reactions. Task: Predict the reaction yield, written as a fraction of the theoretical maximum amount of product (1.0 means a 100% yield; for example, 0.34 means a 34% yield). (1) The product is [Cl:1][C:2]1[CH:3]=[C:4]([C:8]2[O:10][C:11]([CH3:12])=[N:13][CH:9]=2)[CH:5]=[CH:6][CH:7]=1. The reactants are [Cl:1][C:2]1[CH:3]=[C:4]([C:8](=[O:10])[CH3:9])[CH:5]=[CH:6][CH:7]=1.[C:11](#[N:13])[CH3:12]. The yield is 0.839. No catalyst specified. (2) The reactants are [CH3:1][N:2]([CH:16]1[CH2:21][CH2:20][N:19](C(OC(C)(C)C)=O)[CH2:18][CH2:17]1)[C:3]([N:5]1[CH:9]=[C:8]([C:10]2[CH:11]=[N:12][CH:13]=[CH:14][CH:15]=2)[N:7]=[CH:6]1)=[O:4].[F:29][C:30]([F:35])([F:34])[C:31]([OH:33])=[O:32]. No catalyst specified. The product is [F:29][C:30]([F:35])([F:34])[C:31]([OH:33])=[O:32].[F:29][C:30]([F:35])([F:34])[C:31]([OH:33])=[O:32].[CH3:1][N:2]([CH:16]1[CH2:21][CH2:20][NH:19][CH2:18][CH2:17]1)[C:3]([N:5]1[CH:9]=[C:8]([C:10]2[CH:11]=[N:12][CH:13]=[CH:14][CH:15]=2)[N:7]=[CH:6]1)=[O:4]. The yield is 0.880. (3) The reactants are [CH2:1]1[C:10]2[C:5](=[CH:6][CH:7]=[CH:8][CH:9]=2)[CH2:4][CH2:3][N:2]1[C:11]1[N:12]=[C:13]([C:21]#[N:22])[CH:14]=[C:15]2[CH:19]=[C:18]([CH3:20])[NH:17][C:16]=12.[CH2:23](Br)[C:24]1[CH:29]=[CH:28][CH:27]=[CH:26][CH:25]=1. No catalyst specified. The product is [CH2:23]([N:17]1[C:16]2=[C:11]([N:2]3[CH2:3][CH2:4][C:5]4[C:10](=[CH:9][CH:8]=[CH:7][CH:6]=4)[CH2:1]3)[N:12]=[C:13]([C:21]#[N:22])[CH:14]=[C:15]2[CH:19]=[C:18]1[CH3:20])[C:24]1[CH:29]=[CH:28][CH:27]=[CH:26][CH:25]=1. The yield is 0.870. (4) The reactants are [BH4-].[Na+].CO.[F:5][C:6]1[CH:11]=[CH:10][C:9]([N:12]([CH3:28])[C:13]2[N:18]=[C:17]3[S:19][C:20]([NH:22][C:23]([CH:25]4[CH2:27][CH2:26]4)=[O:24])=[N:21][C:16]3=[CH:15][CH:14]=2)=[CH:8][C:7]=1[NH:29]C(=O)C(F)(F)F.[Cl-].[NH4+]. The catalyst is C(O)C.C(OCC)(=O)C. The product is [NH2:29][C:7]1[CH:8]=[C:9]([N:12]([CH3:28])[C:13]2[N:18]=[C:17]3[S:19][C:20]([NH:22][C:23]([CH:25]4[CH2:26][CH2:27]4)=[O:24])=[N:21][C:16]3=[CH:15][CH:14]=2)[CH:10]=[CH:11][C:6]=1[F:5]. The yield is 0.880. (5) The product is [F:24][C:25]1[C:26]([C:31]2[CH:36]=[CH:35][C:34]3[N:33]([C:2]([NH:1][C:4]4[CH:5]=[N:6][CH:7]=[CH:8][C:9]=4[N:10]4[CH2:15][CH2:14][CH2:13][C@H:12]([NH:16][C:17](=[O:23])[O:18][C:19]([CH3:22])([CH3:21])[CH3:20])[CH2:11]4)=[N:38][N:37]=3)[N:32]=2)=[N:27][CH:28]=[CH:29][CH:30]=1. The reactants are [N:1]([C:4]1[CH:5]=[N:6][CH:7]=[CH:8][C:9]=1[N:10]1[CH2:15][CH2:14][CH2:13][C@H:12]([NH:16][C:17](=[O:23])[O:18][C:19]([CH3:22])([CH3:21])[CH3:20])[CH2:11]1)=[C:2]=S.[F:24][C:25]1[C:26]([C:31]2[N:32]=[N:33][C:34]([NH:37][NH2:38])=[CH:35][CH:36]=2)=[N:27][CH:28]=[CH:29][CH:30]=1.C1CCC(N=C=NC2CCCCC2)CC1. The yield is 0.900. The catalyst is C(#N)C. (6) The reactants are Br[C:2]1[C:3](=[O:12])[CH2:4][CH2:5][C:6]=1[O:7][CH2:8][CH:9]([CH3:11])[CH3:10].F[C:14]1C=CC(B(O)O)=CC=1.COC1C=CC=C(OC)[C:30]=1[C:31]1[CH:32]=[CH:33][CH:34]=[CH:35][C:36]=1P(C1CCCCC1)C1CCCCC1.[O-]P([O-])([O-])=O.[K+].[K+].[K+]. The catalyst is CC([O-])=O.CC([O-])=O.[Pd+2]. The product is [CH3:14][C:33]1[CH:34]=[CH:35][CH:36]=[C:31]([CH3:30])[C:32]=1[C:2]1[C:3](=[O:12])[CH2:4][CH2:5][C:6]=1[O:7][CH2:8][CH:9]([CH3:11])[CH3:10]. The yield is 0.540.